From a dataset of Reaction yield outcomes from USPTO patents with 853,638 reactions. Predict the reaction yield, written as a fraction of the theoretical maximum amount of product (1.0 means a 100% yield; for example, 0.34 means a 34% yield). (1) The catalyst is O1CCOCC1. The product is [C:11]([C:3]1[C:4]2[CH2:9][CH2:8][O:7][CH2:6][C:5]=2[S:10][C:2]=1[NH:1][C:22]([NH:21][C:13](=[O:20])[C:14]1[CH:15]=[CH:16][CH:17]=[CH:18][CH:19]=1)=[O:23])#[N:12]. The yield is 0.800. The reactants are [NH2:1][C:2]1[S:10][C:5]2[CH2:6][O:7][CH2:8][CH2:9][C:4]=2[C:3]=1[C:11]#[N:12].[C:13]([N:21]=[C:22]=[O:23])(=[O:20])[C:14]1[CH:19]=[CH:18][CH:17]=[CH:16][CH:15]=1. (2) The product is [O:10]1[CH:11]=[CH:12][CH:13]=[C:9]1[C:5]1[O:6][C:7]([CH3:8])=[C:3]([CH2:2][O:25][C:22]2[CH:21]=[CH:20][C:19]([CH2:18][C:26]([O:27][CH3:32])=[O:29])=[CH:24][CH:23]=2)[N:4]=1. The reactants are Cl[CH2:2][C:3]1[N:4]=[C:5]([C:9]2[O:10][CH:11]=[CH:12][CH:13]=2)[O:6][C:7]=1[CH3:8].C(O[CH2:18][C:19]1[CH:24]=[CH:23][C:22]([OH:25])=[CH:21][CH:20]=1)(=O)C.[C:26](=[O:29])([O-])[O-:27].[K+].[K+].[CH3:32]N(C)C=O. The yield is 0.560. The catalyst is O. (3) The reactants are [O:1]=[C:2]1[N:7]([CH2:8][C:9]2[CH:14]=[CH:13][CH:12]=[CH:11][CH:10]=2)[CH2:6][C:5](=[O:15])[N:4]([CH2:16][C:17]2[CH:22]=[CH:21][CH:20]=[CH:19][CH:18]=2)[CH:3]1[C:23]1([OH:34])[CH2:26][N:25](C(OC(C)(C)C)=O)[CH2:24]1.Cl.O1CCOCC1. The catalyst is CO. The product is [OH:34][C:23]1([CH:3]2[N:4]([CH2:16][C:17]3[CH:22]=[CH:21][CH:20]=[CH:19][CH:18]=3)[C:5](=[O:15])[CH2:6][N:7]([CH2:8][C:9]3[CH:14]=[CH:13][CH:12]=[CH:11][CH:10]=3)[C:2]2=[O:1])[CH2:26][NH:25][CH2:24]1. The yield is 0.610. (4) The reactants are Cl[C:2]1[C:7]([C:8]([O:10][CH2:11][CH3:12])=[O:9])=[CH:6][N:5]=[C:4]2[N:13]([CH2:16][C:17]3[CH:22]=[CH:21][C:20]([O:23][CH3:24])=[CH:19][CH:18]=3)[N:14]=[CH:15][C:3]=12.C(N(CC)CC)C. The catalyst is C1COCC1.[OH-].[OH-].[Pd+2]. The product is [CH3:24][O:23][C:20]1[CH:19]=[CH:18][C:17]([CH2:16][N:13]2[C:4]3=[N:5][CH:6]=[C:7]([C:8]([O:10][CH2:11][CH3:12])=[O:9])[CH:2]=[C:3]3[CH:15]=[N:14]2)=[CH:22][CH:21]=1. The yield is 1.00.